The task is: Predict the reaction yield, written as a fraction of the theoretical maximum amount of product (1.0 means a 100% yield; for example, 0.34 means a 34% yield).. This data is from Reaction yield outcomes from USPTO patents with 853,638 reactions. (1) The reactants are Cl[CH2:2][CH:3]=O.C([O:9][C:10](=[O:27])[C:11]1[C:16]([NH:17][C:18]2[CH:23]=[CH:22][C:21]([Br:24])=[CH:20][C:19]=2[Cl:25])=[CH:15][C:14]([NH2:26])=[N:13][CH:12]=1)(C)(C)C. The catalyst is CCO.CCOC(C)=O. The product is [Br:24][C:21]1[CH:22]=[CH:23][C:18]([NH:17][C:16]2[C:11]([C:10]([OH:9])=[O:27])=[CH:12][N:13]3[CH:2]=[CH:3][N:26]=[C:14]3[CH:15]=2)=[C:19]([Cl:25])[CH:20]=1. The yield is 0.330. (2) The reactants are C[Si]([N-][Si](C)(C)C)(C)C.[Li+].[Br:11][C:12]1[CH:20]=[C:19]2[C:15]([CH2:16][C:17](=[O:21])[NH:18]2)=[CH:14][CH:13]=1.Cl[CH2:23][CH2:24][N:25]([CH2:33][CH2:34]Cl)[C:26](=[O:32])[O:27][C:28]([CH3:31])([CH3:30])[CH3:29].Cl. The catalyst is O1CCCC1. The product is [Br:11][C:12]1[CH:20]=[C:19]2[NH:18][C:17](=[O:21])[C:16]3([CH2:34][CH2:33][N:25]([C:26]([O:27][C:28]([CH3:30])([CH3:29])[CH3:31])=[O:32])[CH2:24][CH2:23]3)[C:15]2=[CH:14][CH:13]=1. The yield is 0.220. (3) The reactants are O.NN.[CH3:4][O:5][C:6]1[CH:7]=[C:8]2[C:13](=[C:14]3[CH2:18][C:17]([CH3:20])([CH3:19])[O:16][C:15]=13)[C:12]([C:21]1[CH:26]=[CH:25][CH:24]=[CH:23][CH:22]=1)=[N:11][C:10]([CH2:28][N:29]1C(=O)C3C(=CC=CC=3)C1=O)([CH3:27])[CH2:9]2.[OH-].[Na+]. The catalyst is C(O)C.O. The product is [CH3:4][O:5][C:6]1[CH:7]=[C:8]2[C:13](=[C:14]3[CH2:18][C:17]([CH3:20])([CH3:19])[O:16][C:15]=13)[C:12]([C:21]1[CH:26]=[CH:25][CH:24]=[CH:23][CH:22]=1)=[N:11][C:10]([CH3:27])([CH2:28][NH2:29])[CH2:9]2. The yield is 0.540. (4) The reactants are O[CH2:2][C:3]1[C:8]([O:9][CH2:10][CH:11]2[CH2:16][CH2:15][N:14]([C:17]([O:19][CH:20]([CH3:22])[CH3:21])=[O:18])[CH2:13][CH2:12]2)=[CH:7][CH:6]=[C:5]([C:23]2[CH:28]=[CH:27][C:26]([S:29]([CH3:32])(=[O:31])=[O:30])=[CH:25][CH:24]=2)[N:4]=1.CCN(S(F)(F)[F:39])CC.C([O-])(O)=O.[Na+]. The catalyst is C(Cl)Cl. The product is [F:39][CH2:2][C:3]1[C:8]([O:9][CH2:10][CH:11]2[CH2:16][CH2:15][N:14]([C:17]([O:19][CH:20]([CH3:22])[CH3:21])=[O:18])[CH2:13][CH2:12]2)=[CH:7][CH:6]=[C:5]([C:23]2[CH:28]=[CH:27][C:26]([S:29]([CH3:32])(=[O:31])=[O:30])=[CH:25][CH:24]=2)[N:4]=1. The yield is 0.660. (5) The reactants are Br[CH2:2][C:3]1[S:4][C:5]2[CH:11]=[C:10]([O:12][CH3:13])[C:9]([O:14][CH3:15])=[CH:8][C:6]=2[N:7]=1.[P:16]([O:23]CC)([O:20][CH2:21][CH3:22])[O:17][CH2:18][CH3:19]. No catalyst specified. The product is [CH2:18]([O:17][P:16]([CH2:2][C:3]1[S:4][C:5]2[CH:11]=[C:10]([O:12][CH3:13])[C:9]([O:14][CH3:15])=[CH:8][C:6]=2[N:7]=1)(=[O:23])[O:20][CH2:21][CH3:22])[CH3:19]. The yield is 0.920.